From a dataset of Full USPTO retrosynthesis dataset with 1.9M reactions from patents (1976-2016). Predict the reactants needed to synthesize the given product. (1) The reactants are: [C:1]([C:5]1[C:9]([C:10]#[N:11])=[C:8]([C:12]2[NH:16][C:15]3[C:17]([C:29]([F:32])([F:31])[F:30])=[CH:18][C:19](B4OCC(C)(C)CO4)=[CH:20][C:14]=3[N:13]=2)[N:7]([CH3:33])[N:6]=1)([CH3:4])([CH3:3])[CH3:2].Br[C:35]1[C:40]([F:41])=[CH:39][CH:38]=[CH:37][C:36]=1[F:42].C([O-])([O-])=O.[Na+].[Na+].CCOC(C)=O. Given the product [C:1]([C:5]1[C:9]([C:10]#[N:11])=[C:8]([C:12]2[NH:16][C:15]3[C:17]([C:29]([F:32])([F:30])[F:31])=[CH:18][C:19]([C:35]4[C:40]([F:41])=[CH:39][CH:38]=[CH:37][C:36]=4[F:42])=[CH:20][C:14]=3[N:13]=2)[N:7]([CH3:33])[N:6]=1)([CH3:2])([CH3:4])[CH3:3], predict the reactants needed to synthesize it. (2) Given the product [C:1]([CH2:12][CH2:13][NH2:14])([O:3][C:4]([CH3:5])([CH3:6])[CH3:7])=[O:2], predict the reactants needed to synthesize it. The reactants are: [C:1](NCCCl)([O:3][C:4]([CH3:7])([CH3:6])[CH3:5])=[O:2].[CH3:12][CH2:13][N:14](CC)CC.C(Cl)Cl. (3) Given the product [F:16][C:14]([F:15])([F:17])[C:12]1[CH:11]=[N:10][N:9]([C:6]2[CH:5]=[CH:4][C:3]([OH:2])=[CH:8][CH:7]=2)[CH:13]=1, predict the reactants needed to synthesize it. The reactants are: C[O:2][C:3]1[CH:8]=[CH:7][C:6]([N:9]2[CH:13]=[C:12]([C:14]([F:17])([F:16])[F:15])[CH:11]=[N:10]2)=[CH:5][CH:4]=1.[Cl-].[Cl-].[Cl-].[Al+3].C(S)CCCCCCCCCCC. (4) Given the product [CH2:25]([C:22]1[CH:21]=[CH:20][C:19]([N:11]2[CH:10]=[C:9]([OH:8])[C:14](=[O:15])[C:13]([CH:16]3[CH2:18][CH2:17]3)=[CH:12]2)=[CH:24][CH:23]=1)[CH2:26][CH2:27][CH3:28], predict the reactants needed to synthesize it. The reactants are: C([O:8][C:9]1[C:14](=[O:15])[C:13]([CH:16]2[CH2:18][CH2:17]2)=[CH:12][N:11]([C:19]2[CH:24]=[CH:23][C:22]([CH2:25][CH2:26][CH2:27][CH3:28])=[CH:21][CH:20]=2)[CH:10]=1)C1C=CC=CC=1.CC(O)=O. (5) The reactants are: [N:1]1([C:6]2[CH:25]=[CH:24][C:9]([CH2:10][C:11]3[C:12]([Cl:23])=[CH:13][C:14]([CH:21]=O)=[C:15]([CH:20]=3)[C:16](OC)=[O:17])=[CH:8][CH:7]=2)[CH:5]=[CH:4][CH:3]=[N:2]1.Cl.[NH2:27][C@@H:28]1[CH2:33][CH2:32][CH2:31][CH2:30][C@H:29]1[OH:34].C(N(CC)CC)C.S([O-])([O-])(=O)=O.[Mg+2]. Given the product [Cl:23][C:12]1[CH:13]=[C:14]2[C:15](=[CH:20][C:11]=1[CH2:10][C:9]1[CH:8]=[CH:7][C:6]([N:1]3[CH:5]=[CH:4][CH:3]=[N:2]3)=[CH:25][CH:24]=1)[C:16](=[O:17])[N:27]([C@@H:28]1[CH2:33][CH2:32][CH2:31][CH2:30][C@H:29]1[OH:34])[CH2:21]2, predict the reactants needed to synthesize it. (6) Given the product [CH3:25][O:24][C:17]1[C:18]2[C:19](=[N:20][CH:21]=[CH:22][CH:23]=2)[N:15]([C:12]2[CH:13]=[CH:14][C:9]([OH:8])=[CH:10][CH:11]=2)[N:16]=1, predict the reactants needed to synthesize it. The reactants are: C([O:8][C:9]1[CH:14]=[CH:13][C:12]([N:15]2[C:19]3=[N:20][CH:21]=[CH:22][CH:23]=[C:18]3[C:17]([O:24][CH3:25])=[N:16]2)=[CH:11][CH:10]=1)C1C=CC=CC=1.